From a dataset of Reaction yield outcomes from USPTO patents with 853,638 reactions. Predict the reaction yield, written as a fraction of the theoretical maximum amount of product (1.0 means a 100% yield; for example, 0.34 means a 34% yield). (1) The reactants are Br[C:2]1[CH:3]=[C:4]([F:12])[C:5]2[O:10][CH2:9][CH2:8][O:7][C:6]=2[CH:11]=1.C([Li])CCC.B(OC)(OC)[O:19]C.OO. The catalyst is O1CCCC1.C(OCC)(=O)C. The product is [F:12][C:4]1[C:5]2[O:10][CH2:9][CH2:8][O:7][C:6]=2[CH:11]=[C:2]([OH:19])[CH:3]=1. The yield is 0.590. (2) The reactants are [F:1][C:2]1[CH:3]=[C:4]([CH:7]=[CH:8][C:9]=1[C:10]([F:13])([F:12])[F:11])[CH:5]=O.[C:14]([NH:17][NH2:18])([NH2:16])=[NH:15].[ClH:19]. No catalyst specified. The product is [ClH:19].[F:1][C:2]1[CH:3]=[C:4]([CH:7]=[CH:8][C:9]=1[C:10]([F:13])([F:12])[F:11])[CH:5]=[N:18][NH:17][C:14]([NH2:16])=[NH:15]. The yield is 0.860. (3) The reactants are [NH:1]1[C:5]2=[N:6][CH:7]=[CH:8][CH:9]=[C:4]2[C:3]([C:10]([OH:12])=[O:11])=[N:2]1.[CH2:13](O)[CH3:14]. No catalyst specified. The product is [NH:1]1[C:5]2=[N:6][CH:7]=[CH:8][CH:9]=[C:4]2[C:3]([C:10]([O:12][CH2:13][CH3:14])=[O:11])=[N:2]1. The yield is 0.400. (4) The reactants are [NH2:1][C:2]1[N:6]([C@@H:7]2[O:13][C@H:12]([CH2:14][OH:15])[C@@H:10]([OH:11])[C@H:8]2[OH:9])[CH:5]=[N:4][C:3]=1[C:16]([NH2:18])=[O:17].C1(N=[C:26]=[S:27])C=CC=CC=1. The catalyst is N1C=CC=CC=1. The product is [SH:27][C:26]1[N:18]=[C:16]([OH:17])[C:3]2[N:4]=[CH:5][N:6]([C:2]=2[N:1]=1)[C@@H:7]1[O:13][C@H:12]([CH2:14][OH:15])[C@@H:10]([OH:11])[C@H:8]1[OH:9]. The yield is 0.800.